Dataset: Forward reaction prediction with 1.9M reactions from USPTO patents (1976-2016). Task: Predict the product of the given reaction. Given the reactants C(N(CC)CC)C.[F:8][C:9]1[CH:14]=[CH:13][CH:12]=[C:11]([F:15])[C:10]=1[C@H:16]1[CH2:22][N:21]2[C:23]([C:26]3([C:29]([F:32])([F:31])[F:30])[CH2:28][CH2:27]3)=[CH:24][N:25]=[C:20]2[C@H:19]([NH2:33])[CH2:18][CH2:17]1.Cl[C:35](OC1C=CC([N+]([O-])=O)=CC=1)=[O:36].[CH3:47][C:48]1[CH:49]=[C:50]([CH:55]2[CH2:60][CH2:59][NH:58][CH2:57][CH2:56]2)[C:51](=[O:54])[NH:52][N:53]=1.C(=O)([O-])[O-].[Na+].[Na+], predict the reaction product. The product is: [F:8][C:9]1[CH:14]=[CH:13][CH:12]=[C:11]([F:15])[C:10]=1[C@H:16]1[CH2:22][N:21]2[C:23]([C:26]3([C:29]([F:30])([F:31])[F:32])[CH2:28][CH2:27]3)=[CH:24][N:25]=[C:20]2[C@H:19]([NH:33][C:35]([N:58]2[CH2:59][CH2:60][CH:55]([C:50]3[C:51](=[O:54])[NH:52][N:53]=[C:48]([CH3:47])[CH:49]=3)[CH2:56][CH2:57]2)=[O:36])[CH2:18][CH2:17]1.